This data is from Forward reaction prediction with 1.9M reactions from USPTO patents (1976-2016). The task is: Predict the product of the given reaction. Given the reactants [C:1]12([CH2:11][NH2:12])[CH2:10][CH:5]3[CH2:6][CH:7]([CH2:9][CH:3]([CH2:4]3)[CH2:2]1)[CH2:8]2.[CH:13]1[CH:18]=[C:17]([C:19]([OH:21])=O)[C:16]([S:22][S:23][C:24]2[C:29]([C:30]([OH:32])=O)=[CH:28][CH:27]=[CH:26][CH:25]=2)=[CH:15][CH:14]=1, predict the reaction product. The product is: [C:1]12([CH2:11][NH:12][C:30](=[O:32])[C:29]3[CH:28]=[CH:27][CH:26]=[CH:25][C:24]=3[S:23][S:22][C:16]3[CH:15]=[CH:14][CH:13]=[CH:18][C:17]=3[C:19]([NH:12][CH2:11][C:1]34[CH2:10][CH:5]5[CH2:4][CH:3]([CH2:9][CH:7]([CH2:6]5)[CH2:8]3)[CH2:2]4)=[O:21])[CH2:8][CH:7]3[CH2:6][CH:5]([CH2:4][CH:3]([CH2:9]3)[CH2:2]1)[CH2:10]2.